From a dataset of NCI-60 drug combinations with 297,098 pairs across 59 cell lines. Regression. Given two drug SMILES strings and cell line genomic features, predict the synergy score measuring deviation from expected non-interaction effect. (1) Drug 1: CC12CCC(CC1=CCC3C2CCC4(C3CC=C4C5=CN=CC=C5)C)O. Drug 2: CC1C(C(CC(O1)OC2CC(CC3=C2C(=C4C(=C3O)C(=O)C5=C(C4=O)C(=CC=C5)OC)O)(C(=O)CO)O)N)O.Cl. Cell line: OVCAR3. Synergy scores: CSS=34.0, Synergy_ZIP=-3.00, Synergy_Bliss=-5.54, Synergy_Loewe=-17.7, Synergy_HSA=-4.47. (2) Drug 1: C1=CC(=CC=C1CCC2=CNC3=C2C(=O)NC(=N3)N)C(=O)NC(CCC(=O)O)C(=O)O. Drug 2: C1=CC=C(C=C1)NC(=O)CCCCCCC(=O)NO. Cell line: SF-295. Synergy scores: CSS=33.2, Synergy_ZIP=0.247, Synergy_Bliss=1.18, Synergy_Loewe=-6.87, Synergy_HSA=2.60. (3) Drug 1: CC12CCC3C(C1CCC2O)C(CC4=C3C=CC(=C4)O)CCCCCCCCCS(=O)CCCC(C(F)(F)F)(F)F. Drug 2: C1=NC(=NC(=O)N1C2C(C(C(O2)CO)O)O)N. Cell line: OVCAR-5. Synergy scores: CSS=12.3, Synergy_ZIP=-2.97, Synergy_Bliss=3.30, Synergy_Loewe=-17.8, Synergy_HSA=-9.71. (4) Drug 1: C1=CC(=CC=C1C#N)C(C2=CC=C(C=C2)C#N)N3C=NC=N3. Drug 2: CN1C2=C(C=C(C=C2)N(CCCl)CCCl)N=C1CCCC(=O)O.Cl. Cell line: NCI-H226. Synergy scores: CSS=3.76, Synergy_ZIP=-0.859, Synergy_Bliss=0.115, Synergy_Loewe=2.72, Synergy_HSA=1.05. (5) Drug 1: CC12CCC3C(C1CCC2O)C(CC4=C3C=CC(=C4)O)CCCCCCCCCS(=O)CCCC(C(F)(F)F)(F)F. Drug 2: C1=NNC2=C1C(=O)NC=N2. Cell line: UACC62. Synergy scores: CSS=4.15, Synergy_ZIP=-2.95, Synergy_Bliss=-4.39, Synergy_Loewe=-9.61, Synergy_HSA=-3.48. (6) Drug 1: C1=CC(=CC=C1CCC2=CNC3=C2C(=O)NC(=N3)N)C(=O)NC(CCC(=O)O)C(=O)O. Drug 2: CC(C1=C(C=CC(=C1Cl)F)Cl)OC2=C(N=CC(=C2)C3=CN(N=C3)C4CCNCC4)N. Cell line: DU-145. Synergy scores: CSS=19.8, Synergy_ZIP=0.763, Synergy_Bliss=1.63, Synergy_Loewe=-3.09, Synergy_HSA=1.01. (7) Drug 1: C1CCC(C1)C(CC#N)N2C=C(C=N2)C3=C4C=CNC4=NC=N3. Drug 2: C1=CC(=CC=C1C#N)C(C2=CC=C(C=C2)C#N)N3C=NC=N3. Cell line: CCRF-CEM. Synergy scores: CSS=-3.51, Synergy_ZIP=0.466, Synergy_Bliss=-3.42, Synergy_Loewe=-4.04, Synergy_HSA=-5.71. (8) Drug 1: CC1=C(C=C(C=C1)NC(=O)C2=CC=C(C=C2)CN3CCN(CC3)C)NC4=NC=CC(=N4)C5=CN=CC=C5. Drug 2: CC1CCCC2(C(O2)CC(NC(=O)CC(C(C(=O)C(C1O)C)(C)C)O)C(=CC3=CSC(=N3)C)C)C. Cell line: COLO 205. Synergy scores: CSS=60.6, Synergy_ZIP=5.01, Synergy_Bliss=1.99, Synergy_Loewe=-15.5, Synergy_HSA=4.88. (9) Drug 1: CC(C1=C(C=CC(=C1Cl)F)Cl)OC2=C(N=CC(=C2)C3=CN(N=C3)C4CCNCC4)N. Drug 2: C1=NNC2=C1C(=O)NC=N2. Cell line: SK-MEL-2. Synergy scores: CSS=7.32, Synergy_ZIP=0.516, Synergy_Bliss=4.52, Synergy_Loewe=-10.8, Synergy_HSA=-0.0713.